From a dataset of Catalyst prediction with 721,799 reactions and 888 catalyst types from USPTO. Predict which catalyst facilitates the given reaction. (1) Reactant: [C:1]([O:5][C:6]([NH:8][C@H:9]1[CH2:14][CH2:13][C@H:12]([CH2:15]OS(C)(=O)=O)[CH2:11][CH2:10]1)=[O:7])([CH3:4])([CH3:3])[CH3:2].[C-:21]#[N:22].[Na+]. The catalyst class is: 16. Product: [C:1]([O:5][C:6](=[O:7])[NH:8][C@H:9]1[CH2:14][CH2:13][C@H:12]([CH2:15][C:21]#[N:22])[CH2:11][CH2:10]1)([CH3:4])([CH3:3])[CH3:2]. (2) Reactant: [OH:1][C@@H:2]1[CH2:9][N:8]([CH2:10][CH2:11][CH2:12][CH2:13][N:14]2[CH2:19][CH2:18][NH:17][C@@H:16]([CH3:20])[C:15]2=[O:21])[CH2:7][CH2:6][C:3]21[CH2:5][CH2:4]2.C1([O:28][C:29](=O)[NH:30][C:31]2[CH:32]=[C:33]([C:37]3[CH:42]=[CH:41][CH:40]=[CH:39][CH:38]=3)[CH:34]=[CH:35][CH:36]=2)C=CC=CC=1. Product: [C:33]1([C:37]2[CH:38]=[CH:39][CH:40]=[CH:41][CH:42]=2)[CH:34]=[CH:35][CH:36]=[C:31]([NH:30][C:29]([N:17]2[CH2:18][CH2:19][N:14]([CH2:13][CH2:12][CH2:11][CH2:10][N:8]3[CH2:7][CH2:6][C:3]4([CH2:4][CH2:5]4)[C@H:2]([OH:1])[CH2:9]3)[C:15](=[O:21])[C@@H:16]2[CH3:20])=[O:28])[CH:32]=1. The catalyst class is: 10. (3) Reactant: [CH2:1]1[N:7]([C:8]([O:10][CH2:11][C:12]2[CH:17]=[C:16]([C:18]([F:21])([F:20])[F:19])[CH:15]=[C:14]([Cl:22])[CH:13]=2)=[O:9])[CH2:6][CH2:5][CH2:4][N:3]2[CH:23]=[C:24]([C:26]([O:28]CC)=[O:27])[CH:25]=[C:2]12.[OH-].[Na+].Cl. Product: [Cl:22][C:14]1[CH:13]=[C:12]([CH:17]=[C:16]([C:18]([F:19])([F:20])[F:21])[CH:15]=1)[CH2:11][O:10][C:8]([N:7]1[CH2:6][CH2:5][CH2:4][N:3]2[CH:23]=[C:24]([C:26]([OH:28])=[O:27])[CH:25]=[C:2]2[CH2:1]1)=[O:9]. The catalyst class is: 88. (4) Reactant: [CH3:1][O:2][C:3]1[C:8]2[S:9](=[O:26])(=[O:25])[CH2:10][C:11]3[C:15]([C:16]([OH:18])=O)=[N:14][N:13]([C:19]4[CH:24]=[CH:23][CH:22]=[CH:21][CH:20]=4)[C:12]=3[C:7]=2[CH:6]=[CH:5][CH:4]=1.C(N(CC)CC)C.C(P1(=O)OP(CCC)(=O)OP(CCC)(=O)O1)CC.CCOC(C)=O.[NH:58]1[CH2:63][CH2:62][O:61][CH2:60][CH2:59]1. Product: [CH3:1][O:2][C:3]1[C:8]2[S:9](=[O:26])(=[O:25])[CH2:10][C:11]3[C:15]([C:16]([N:58]4[CH2:63][CH2:62][O:61][CH2:60][CH2:59]4)=[O:18])=[N:14][N:13]([C:19]4[CH:24]=[CH:23][CH:22]=[CH:21][CH:20]=4)[C:12]=3[C:7]=2[CH:6]=[CH:5][CH:4]=1. The catalyst class is: 1. (5) The catalyst class is: 1. Product: [CH3:12][C:5]1([CH3:13])[C:4]2[C:9](=[CH:10][CH:11]=[C:2]([CH:22]=[O:23])[CH:3]=2)[S:8][CH2:7][CH2:6]1. Reactant: Br[C:2]1[CH:3]=[C:4]2[C:9](=[CH:10][CH:11]=1)[S:8][CH2:7][CH2:6][C:5]2([CH3:13])[CH3:12].[Li]CCCC.CN([CH:22]=[O:23])C. (6) Reactant: [CH2:1]([C:3]1[C:12]([CH3:13])=[C:11]([OH:14])[C:10]2[C:5](=[CH:6][CH:7]=[C:8]([F:16])[C:9]=2[Cl:15])[N:4]=1)[CH3:2].[H-].[Na+].C(C1C(C)=[C:29]([O:32][C:33](C2CC2)=[O:34])C2C(=CC(F)=C(F)C=2)N=1)C.C(C1C(C)=C(OC(C2CC2)=O)C2C(=CC=C(F)C=2F)N=1)C. Product: [CH2:1]([C:3]1[C:12]([CH3:13])=[C:11]([O:14][C:33]([O:32][CH3:29])=[O:34])[C:10]2[C:5](=[CH:6][CH:7]=[C:8]([F:16])[C:9]=2[Cl:15])[N:4]=1)[CH3:2]. The catalyst class is: 35. (7) Reactant: Cl[C:2]1[CH:7]=[C:6]([O:8][CH2:9][C:10]2[CH:11]=[N:12][CH:13]=[CH:14][CH:15]=2)[CH:5]=[CH:4][N:3]=1.O.[NH2:17][NH2:18]. Product: [NH:17]([C:2]1[CH:7]=[C:6]([O:8][CH2:9][C:10]2[CH:11]=[N:12][CH:13]=[CH:14][CH:15]=2)[CH:5]=[CH:4][N:3]=1)[NH2:18]. The catalyst class is: 6. (8) Reactant: Cl.Cl.[CH3:3][C:4]1[CH:17]=[C:7]2[C:8]([C@H:12]3[CH2:14][C@@H:13]3[CH2:15][NH2:16])=[CH:9][CH:10]=[CH:11][N:6]2[N:5]=1.C(N(CC)CC)C.[CH:25]1([C:28](Cl)=[O:29])[CH2:27][CH2:26]1.C(O)C. Product: [CH3:3][C:4]1[CH:17]=[C:7]2[C:8]([C@H:12]3[CH2:14][C@@H:13]3[CH2:15][NH:16][C:28]([CH:25]3[CH2:27][CH2:26]3)=[O:29])=[CH:9][CH:10]=[CH:11][N:6]2[N:5]=1. The catalyst class is: 7. (9) Reactant: [O:1]1[C:6]2[CH:7]=[CH:8][C:9](C=O)=[CH:10][C:5]=2[O:4][CH2:3][CH2:2]1.ClC1C=C(C=CC=1)C(OO)=[O:18]. Product: [O:1]1[C:6]2[CH:7]=[CH:8][C:9]([OH:18])=[CH:10][C:5]=2[O:4][CH2:3][CH2:2]1. The catalyst class is: 4.